Dataset: Full USPTO retrosynthesis dataset with 1.9M reactions from patents (1976-2016). Task: Predict the reactants needed to synthesize the given product. Given the product [ClH:1].[Cl:1][C:2]1[CH:3]([CH2:17][NH2:18])[O:4][B:5]2[C:14]3[C:13]=1[CH:12]=[CH:11][O:10][CH2:9][C:8]=3[C:7]([CH3:15])([CH3:16])[O:6]2, predict the reactants needed to synthesize it. The reactants are: [Cl:1][C:2]1[CH:3]([CH2:17][NH:18]C(=O)OC(C)(C)C)[O:4][B:5]2[C:14]3[C:13]=1[CH:12]=[CH:11][O:10][CH2:9][C:8]=3[C:7]([CH3:16])([CH3:15])[O:6]2.Cl.